From a dataset of Full USPTO retrosynthesis dataset with 1.9M reactions from patents (1976-2016). Predict the reactants needed to synthesize the given product. (1) Given the product [CH3:33][N:34]([CH3:40])[CH2:35][CH2:36][CH2:37][N:38]([C:2]1[CH:7]=[C:6]([C:8]([NH:10][C:11]2[CH:16]=[C:15]([NH:17][C:18]([C:20]3[CH:25]=[CH:24][N:23]=[C:22]([N:26]4[CH2:27][CH2:28][O:29][CH2:30][CH2:31]4)[CH:21]=3)=[O:19])[CH:14]=[CH:13][C:12]=2[CH3:32])=[O:9])[CH:5]=[CH:4][N:3]=1)[CH3:39], predict the reactants needed to synthesize it. The reactants are: Cl[C:2]1[CH:7]=[C:6]([C:8]([NH:10][C:11]2[CH:16]=[C:15]([NH:17][C:18]([C:20]3[CH:25]=[CH:24][N:23]=[C:22]([N:26]4[CH2:31][CH2:30][O:29][CH2:28][CH2:27]4)[CH:21]=3)=[O:19])[CH:14]=[CH:13][C:12]=2[CH3:32])=[O:9])[CH:5]=[CH:4][N:3]=1.[CH3:33][N:34]([CH3:40])[CH2:35][CH2:36][CH2:37][NH:38][CH3:39]. (2) Given the product [CH3:1][C@H:2]1[N:8]([C:13](=[O:15])[CH3:14])[CH2:7][C:6]2[CH:9]=[CH:10][CH:11]=[CH:12][C:5]=2[NH:4][CH2:3]1, predict the reactants needed to synthesize it. The reactants are: [CH3:1][C@H:2]1[NH:8][CH2:7][C:6]2[CH:9]=[CH:10][CH:11]=[CH:12][C:5]=2[NH:4][CH2:3]1.[C:13](OC(=O)C)(=[O:15])[CH3:14].CCN(CC)CC. (3) Given the product [O:10]=[C:1]1[C:2]2[C:3](=[CH:6][CH:7]=[CH:8][CH:9]=2)[CH:4]=[C:19]([C:20]([OH:22])=[O:21])[O:11]1, predict the reactants needed to synthesize it. The reactants are: [C:1]([OH:11])(=[O:10])[C:2]1[C:3](=[CH:6][CH:7]=[CH:8][CH:9]=1)[CH:4]=O.C(=O)([O-])[O-].[K+].[K+].Br[CH:19](C(OC(C)(C)C)=O)[C:20]([O:22]C(C)(C)C)=[O:21].O.